From a dataset of NCI-60 drug combinations with 297,098 pairs across 59 cell lines. Regression. Given two drug SMILES strings and cell line genomic features, predict the synergy score measuring deviation from expected non-interaction effect. (1) Drug 1: CC1=C2C(C(=O)C3(C(CC4C(C3C(C(C2(C)C)(CC1OC(=O)C(C(C5=CC=CC=C5)NC(=O)OC(C)(C)C)O)O)OC(=O)C6=CC=CC=C6)(CO4)OC(=O)C)O)C)O. Drug 2: CC(C)CN1C=NC2=C1C3=CC=CC=C3N=C2N. Cell line: UO-31. Synergy scores: CSS=10.2, Synergy_ZIP=-1.94, Synergy_Bliss=-1.10, Synergy_Loewe=3.76, Synergy_HSA=1.44. (2) Cell line: SR. Synergy scores: CSS=21.9, Synergy_ZIP=-1.26, Synergy_Bliss=3.88, Synergy_Loewe=1.44, Synergy_HSA=4.94. Drug 2: C1CN(P(=O)(OC1)NCCCl)CCCl. Drug 1: C1CC(=O)NC(=O)C1N2CC3=C(C2=O)C=CC=C3N. (3) Drug 1: CN(C)N=NC1=C(NC=N1)C(=O)N. Drug 2: CC1C(C(CC(O1)OC2CC(CC3=C2C(=C4C(=C3O)C(=O)C5=C(C4=O)C(=CC=C5)OC)O)(C(=O)CO)O)N)O.Cl. Cell line: A498. Synergy scores: CSS=60.7, Synergy_ZIP=3.38, Synergy_Bliss=3.79, Synergy_Loewe=4.71, Synergy_HSA=5.36. (4) Drug 1: CC(C)(C#N)C1=CC(=CC(=C1)CN2C=NC=N2)C(C)(C)C#N. Drug 2: CC(C)CN1C=NC2=C1C3=CC=CC=C3N=C2N. Cell line: HCT116. Synergy scores: CSS=4.23, Synergy_ZIP=-2.78, Synergy_Bliss=-7.05, Synergy_Loewe=1.42, Synergy_HSA=-4.63. (5) Drug 1: CC12CCC(CC1=CCC3C2CCC4(C3CC=C4C5=CN=CC=C5)C)O. Drug 2: B(C(CC(C)C)NC(=O)C(CC1=CC=CC=C1)NC(=O)C2=NC=CN=C2)(O)O. Cell line: ACHN. Synergy scores: CSS=-2.16, Synergy_ZIP=0.594, Synergy_Bliss=-2.12, Synergy_Loewe=-2.66, Synergy_HSA=-3.68. (6) Drug 1: C1=CC(=CC=C1CCCC(=O)O)N(CCCl)CCCl. Drug 2: C1CN(P(=O)(OC1)NCCCl)CCCl. Cell line: HT29. Synergy scores: CSS=10.6, Synergy_ZIP=-6.64, Synergy_Bliss=-1.77, Synergy_Loewe=-16.3, Synergy_HSA=-2.90. (7) Drug 1: C1CC(=O)NC(=O)C1N2CC3=C(C2=O)C=CC=C3N. Drug 2: C1CCC(CC1)NC(=O)N(CCCl)N=O. Cell line: SW-620. Synergy scores: CSS=10.6, Synergy_ZIP=-10.6, Synergy_Bliss=-5.33, Synergy_Loewe=-15.1, Synergy_HSA=-5.13. (8) Drug 1: C1=CC(=CC=C1C#N)C(C2=CC=C(C=C2)C#N)N3C=NC=N3. Drug 2: CN(C(=O)NC(C=O)C(C(C(CO)O)O)O)N=O. Cell line: MCF7. Synergy scores: CSS=-2.10, Synergy_ZIP=1.56, Synergy_Bliss=0.771, Synergy_Loewe=-0.158, Synergy_HSA=-1.00. (9) Drug 1: CC1OCC2C(O1)C(C(C(O2)OC3C4COC(=O)C4C(C5=CC6=C(C=C35)OCO6)C7=CC(=C(C(=C7)OC)O)OC)O)O. Cell line: HT29. Synergy scores: CSS=38.7, Synergy_ZIP=0.844, Synergy_Bliss=3.13, Synergy_Loewe=6.81, Synergy_HSA=7.39. Drug 2: C1CCC(C(C1)N)N.C(=O)(C(=O)[O-])[O-].[Pt+4].